This data is from Full USPTO retrosynthesis dataset with 1.9M reactions from patents (1976-2016). The task is: Predict the reactants needed to synthesize the given product. (1) Given the product [CH3:49][O:48][C:43]1[CH:44]=[CH:45][CH:46]=[CH:47][C:42]=1[C:39]1[CH:40]=[C:41]2[C:36](=[CH:37][CH:38]=1)[NH:35][C:34]([CH3:51])([CH3:50])[CH:33]=[C:32]2[CH2:31][NH:13][C:14]1[CH:19]=[CH:18][CH:17]=[CH:16][CH:15]=1, predict the reactants needed to synthesize it. The reactants are: C(SCC1[C:19]2[C:14](=[CH:15][CH:16]=[C:17](C3C=CC=CC=3OC)[CH:18]=2)[NH:13]C(C)(C)C=1)C1C=CC=CC=1.Br[CH2:31][C:32]1[C:41]2[C:36](=[CH:37][CH:38]=[C:39]([C:42]3[CH:47]=[CH:46][CH:45]=[CH:44][C:43]=3[O:48][CH3:49])[CH:40]=2)[NH:35][C:34]([CH3:51])([CH3:50])[CH:33]=1.C(=O)([O-])[O-].[K+].[K+].C(S)C1C=CC=CC=1. (2) Given the product [C:6]([CH2:8][O:9][C:10]1[CH:11]=[CH:12][C:13]([CH2:16][CH:17]([O:22][CH2:23][C:24]2[CH:25]=[CH:26][C:27]([F:30])=[CH:28][CH:29]=2)[C:18]([O:20][CH3:21])=[O:19])=[CH:14][CH:15]=1)([OH:7])=[O:5], predict the reactants needed to synthesize it. The reactants are: C([O:5][C:6]([CH2:8][O:9][C:10]1[CH:15]=[CH:14][C:13]([CH2:16][CH:17]([O:22][CH2:23][C:24]2[CH:29]=[CH:28][C:27]([F:30])=[CH:26][CH:25]=2)[C:18]([O:20][CH3:21])=[O:19])=[CH:12][CH:11]=1)=[O:7])(C)(C)C. (3) The reactants are: [C:1]([NH:4][C:5]1[CH:10]=[C:9]([C:11]2[CH:16]=[CH:15][C:14]([Cl:17])=[C:13]([F:18])[C:12]=2[CH:19]=[O:20])[N:8]=[C:7]([C:21]([O:23][CH3:24])=[O:22])[C:6]=1[Cl:25])(=[O:3])[CH3:2].CO.[BH4-].[Na+].[NH4+].[Cl-]. Given the product [C:1]([NH:4][C:5]1[CH:10]=[C:9]([C:11]2[CH:16]=[CH:15][C:14]([Cl:17])=[C:13]([F:18])[C:12]=2[CH2:19][OH:20])[N:8]=[C:7]([C:21]([O:23][CH3:24])=[O:22])[C:6]=1[Cl:25])(=[O:3])[CH3:2], predict the reactants needed to synthesize it.